This data is from Full USPTO retrosynthesis dataset with 1.9M reactions from patents (1976-2016). The task is: Predict the reactants needed to synthesize the given product. (1) The reactants are: [O:1]1[C:5]2[CH:6]=[CH:7][CH:8]=[CH:9][C:4]=2[CH:3]=[C:2]1[C:10]([OH:12])=O.CCN=C=NCCCN(C)C.Cl.C1C=CC2[N:33]([OH:34])N=NC=2C=1.O.Cl.[NH2:37][CH2:38][CH2:39][O:40][C:41]1[CH:50]=[CH:49][C:44]([C:45](OC)=[O:46])=[CH:43][CH:42]=1.C(N(CC)CC)C. Given the product [OH:34][NH:33][C:45](=[O:46])[C:44]1[CH:49]=[CH:50][C:41]([O:40][CH2:39][CH2:38][NH:37][C:10]([C:2]2[O:1][C:5]3[CH:6]=[CH:7][CH:8]=[CH:9][C:4]=3[CH:3]=2)=[O:12])=[CH:42][CH:43]=1, predict the reactants needed to synthesize it. (2) Given the product [I:8][C:7]1[C:2]([O:13][CH2:12][CH2:11][N:10]([CH3:14])[CH3:9])=[N:3][CH:4]=[CH:5][CH:6]=1, predict the reactants needed to synthesize it. The reactants are: F[C:2]1[C:7]([I:8])=[CH:6][CH:5]=[CH:4][N:3]=1.[CH3:9][N:10]([CH3:14])[CH2:11][CH2:12][OH:13]. (3) Given the product [Cl:17][C:18]1[CH:23]=[CH:22][C:21]([S:24]([N:3]2[C@@H:4]([CH3:9])[CH2:5][C:6](=[O:8])[CH2:7][C@@H:2]2[CH3:1])(=[O:26])=[O:25])=[CH:20][CH:19]=1, predict the reactants needed to synthesize it. The reactants are: [CH3:1][C@H:2]1[CH2:7][C:6](=[O:8])[CH2:5][C@H:4]([CH3:9])[NH:3]1.C(N(CC)CC)C.[Cl:17][C:18]1[CH:23]=[CH:22][C:21]([S:24](Cl)(=[O:26])=[O:25])=[CH:20][CH:19]=1. (4) Given the product [Si:18]([O:8][CH2:7][C:4]1[CH:5]=[CH:6][N:1]=[CH:2][CH:3]=1)([C:15]([CH3:17])([CH3:16])[CH3:14])([CH3:20])[CH3:19], predict the reactants needed to synthesize it. The reactants are: [N:1]1[CH:6]=[CH:5][C:4]([CH2:7][OH:8])=[CH:3][CH:2]=1.N1C=CN=C1.[CH3:14][C:15]([Si:18](Cl)([CH3:20])[CH3:19])([CH3:17])[CH3:16]. (5) Given the product [C:1]([C:3]1[N:8]=[CH:7][C:6]([N:9]2[C:13]([C:14]3[N:19]=[C:18]([C:20]([NH:39][CH:36]4[CH2:38][CH2:37]4)=[O:22])[C:17](=[O:24])[N:16]([C:25]4[CH:30]=[CH:29][CH:28]=[C:27]([C:31]([F:33])([F:34])[F:32])[CH:26]=4)[C:15]=3[CH3:35])=[CH:12][CH:11]=[N:10]2)=[CH:5][CH:4]=1)#[N:2], predict the reactants needed to synthesize it. The reactants are: [C:1]([C:3]1[N:8]=[CH:7][C:6]([N:9]2[C:13]([C:14]3[N:19]=[C:18]([C:20]([O:22]C)=O)[C:17](=[O:24])[N:16]([C:25]4[CH:30]=[CH:29][CH:28]=[C:27]([C:31]([F:34])([F:33])[F:32])[CH:26]=4)[C:15]=3[CH3:35])=[CH:12][CH:11]=[N:10]2)=[CH:5][CH:4]=1)#[N:2].[CH:36]1([NH2:39])[CH2:38][CH2:37]1. (6) Given the product [O:11]1[C:2]2=[N:3][CH:4]=[CH:5][CH:6]=[C:7]2[CH:8]([OH:12])[CH2:9][CH2:10]1, predict the reactants needed to synthesize it. The reactants are: Cl[C:2]1[C:7]([CH:8]([OH:12])[CH2:9][CH2:10][OH:11])=[CH:6][CH:5]=[CH:4][N:3]=1.CC([O-])(C)C.[K+].